Dataset: Forward reaction prediction with 1.9M reactions from USPTO patents (1976-2016). Task: Predict the product of the given reaction. Given the reactants F[C:2]1[CH:7]=[C:6]([F:8])[CH:5]=[CH:4][C:3]=1[N+:9]([O-])=O.[CH2:12]([O:14][CH:15]([OH:20])[C:16]([F:19])([F:18])[F:17])[CH3:13], predict the reaction product. The product is: [CH2:12]([O:14][CH:15]([O:20][C:2]1[CH:7]=[C:6]([F:8])[CH:5]=[CH:4][C:3]=1[NH2:9])[C:16]([F:19])([F:18])[F:17])[CH3:13].